This data is from Reaction yield outcomes from USPTO patents with 853,638 reactions. The task is: Predict the reaction yield, written as a fraction of the theoretical maximum amount of product (1.0 means a 100% yield; for example, 0.34 means a 34% yield). (1) The reactants are [OH:1][C:2]1([C:13]2[CH:18]=[CH:17][CH:16]=[CH:15][C:14]=2[CH3:19])[CH2:5][N:4]([C:6]([O:8][C:9]([CH3:12])([CH3:11])[CH3:10])=[O:7])[CH2:3]1.[H-].[Na+].Br[CH2:23][CH:24]1[CH2:26][CH2:25]1.[Cl-].[NH4+]. The catalyst is CN(C)C=O. The product is [CH:24]1([CH2:23][O:1][C:2]2([C:13]3[CH:18]=[CH:17][CH:16]=[CH:15][C:14]=3[CH3:19])[CH2:5][N:4]([C:6]([O:8][C:9]([CH3:12])([CH3:11])[CH3:10])=[O:7])[CH2:3]2)[CH2:26][CH2:25]1. The yield is 0.810. (2) The reactants are [CH2:1]1[C@@H:9]2[C@@H:4]([CH2:5][CH2:6][CH2:7][CH2:8]2)[CH2:3][NH:2]1.[N:10]([O-])=[O:11].[Na+]. The catalyst is Cl.O. The product is [N:10]([CH:1]1[C@@H:9]2[C@@H:4]([CH2:5][CH2:6][CH2:7][CH2:8]2)[CH2:3][NH:2]1)=[O:11]. The yield is 0.550. (3) The reactants are Cl[C:2]1[C:3]([CH:8]2[CH2:11][N:10]([C:12]3[CH:21]=[CH:20][C:19]4[C:14](=[CH:15][CH:16]=[CH:17][CH:18]=4)[N:13]=3)[CH2:9]2)=[N:4][CH:5]=[CH:6][N:7]=1.[C:22]1(B(O)O)[CH:27]=[CH:26][CH:25]=[CH:24][CH:23]=1.P([O-])([O-])([O-])=O.[K+].[K+].[K+].O. The catalyst is CC(P(C(C)(C)C)C1C=CC(N(C)C)=CC=1)(C)C.CC(P(C(C)(C)C)C1C=CC(N(C)C)=CC=1)(C)C.Cl[Pd]Cl.O1CCOCC1. The product is [C:22]1([C:2]2[C:3]([CH:8]3[CH2:11][N:10]([C:12]4[CH:21]=[CH:20][C:19]5[C:14](=[CH:15][CH:16]=[CH:17][CH:18]=5)[N:13]=4)[CH2:9]3)=[N:4][CH:5]=[CH:6][N:7]=2)[CH:27]=[CH:26][CH:25]=[CH:24][CH:23]=1. The yield is 0.880. (4) The reactants are [CH2:1]([O:8][C:9]([NH:11][C:12]([N:14]1[CH2:18][CH2:17][CH:16]([CH2:19]OS(C)(=O)=O)[CH2:15]1)=[NH:13])=[O:10])[C:2]1[CH:7]=[CH:6][CH:5]=[CH:4][CH:3]=1.[N-:25]=[N+:26]=[N-:27].[Na+].O. The catalyst is CN(C)C=O. The product is [CH2:1]([O:8][C:9]([NH:11][C:12]([N:14]1[CH2:18][CH2:17][CH:16]([CH2:19][N:25]=[N+:26]=[N-:27])[CH2:15]1)=[NH:13])=[O:10])[C:2]1[CH:7]=[CH:6][CH:5]=[CH:4][CH:3]=1. The yield is 0.680. (5) The reactants are [CH3:1][C:2]([NH2:6])([CH3:5])[CH2:3][NH2:4].[Cl:7][C:8]1[N:13]=[C:12](Cl)[C:11]([Cl:15])=[CH:10][N:9]=1.CCN(CC)CC.[S:23](Cl)([CH3:26])(=[O:25])=[O:24]. The catalyst is C1COCC1. The product is [Cl:7][C:8]1[N:13]=[C:12]([NH:4][CH2:3][C:2]([NH:6][S:23]([CH3:26])(=[O:25])=[O:24])([CH3:5])[CH3:1])[C:11]([Cl:15])=[CH:10][N:9]=1. The yield is 0.640. (6) The reactants are [Br:1][C:2]1[N:3]=[CH:4][C:5]2[N:6]([CH:8]=[CH:9][N:10]=2)[CH:7]=1.C1C(=O)N([I:18])C(=O)C1. The catalyst is CN(C=O)C. The product is [Br:1][C:2]1[N:3]=[CH:4][C:5]2[N:6]([C:8]([I:18])=[CH:9][N:10]=2)[CH:7]=1. The yield is 0.650.